Dataset: NCI-60 drug combinations with 297,098 pairs across 59 cell lines. Task: Regression. Given two drug SMILES strings and cell line genomic features, predict the synergy score measuring deviation from expected non-interaction effect. Synergy scores: CSS=59.0, Synergy_ZIP=7.51, Synergy_Bliss=11.1, Synergy_Loewe=-17.1, Synergy_HSA=11.7. Drug 2: C1=CC(=C2C(=C1NCCNCCO)C(=O)C3=C(C=CC(=C3C2=O)O)O)NCCNCCO. Drug 1: CC12CCC(CC1=CCC3C2CCC4(C3CC=C4C5=CN=CC=C5)C)O. Cell line: NCI-H522.